From a dataset of Peptide-MHC class II binding affinity with 134,281 pairs from IEDB. Regression. Given a peptide amino acid sequence and an MHC pseudo amino acid sequence, predict their binding affinity value. This is MHC class II binding data. (1) The MHC is DRB1_0405 with pseudo-sequence DRB1_0405. The peptide sequence is SCWRGDSNWAQNRMK. The binding affinity (normalized) is 0.212. (2) The peptide sequence is EEIITLNSYGSFQEF. The MHC is DRB4_0101 with pseudo-sequence DRB4_0103. The binding affinity (normalized) is 0.373.